From a dataset of Peptide-MHC class I binding affinity with 185,985 pairs from IEDB/IMGT. Regression. Given a peptide amino acid sequence and an MHC pseudo amino acid sequence, predict their binding affinity value. This is MHC class I binding data. (1) The peptide sequence is GKSEFTTFV. The MHC is H-2-Kb with pseudo-sequence H-2-Kb. The binding affinity (normalized) is 0. (2) The peptide sequence is TLLVDLLWL. The MHC is HLA-A02:06 with pseudo-sequence HLA-A02:06. The binding affinity (normalized) is 0.859.